The task is: Predict the product of the given reaction.. This data is from Forward reaction prediction with 1.9M reactions from USPTO patents (1976-2016). (1) Given the reactants Cl.[F:2][C:3]1[CH:8]=[CH:7][C:6]([NH:9][C:10]2[C:15]([NH:16][NH2:17])=[N:14][C:13]3=[N:18][O:19][N:20]=[C:12]3[N:11]=2)=[CH:5][CH:4]=1.[C:21]1([C:27]2[O:31][C:30]([CH:32]=O)=[CH:29][CH:28]=2)[CH:26]=[CH:25][CH:24]=[CH:23][CH:22]=1, predict the reaction product. The product is: [F:2][C:3]1[CH:8]=[CH:7][C:6]([NH:9][C:10]2[C:15]([NH:16][N:17]=[CH:32][C:30]3[O:31][C:27]([C:21]4[CH:22]=[CH:23][CH:24]=[CH:25][CH:26]=4)=[CH:28][CH:29]=3)=[N:14][C:13]3=[N:18][O:19][N:20]=[C:12]3[N:11]=2)=[CH:5][CH:4]=1. (2) Given the reactants [NH2:1][C:2]1[CH:10]=[CH:9][C:5]([C:6]([OH:8])=[O:7])=[CH:4][C:3]=1[C:11]([OH:13])=[O:12].O.[C:15]([C:19]1[CH:27]=[CH:26][C:22]([C:23](Cl)=[O:24])=[CH:21][CH:20]=1)([CH3:18])([CH3:17])[CH3:16], predict the reaction product. The product is: [C:15]([C:19]1[CH:20]=[CH:21][C:22]([C:23]([NH:1][C:2]2[CH:10]=[CH:9][C:5]([C:6]([OH:8])=[O:7])=[CH:4][C:3]=2[C:11]([OH:13])=[O:12])=[O:24])=[CH:26][CH:27]=1)([CH3:18])([CH3:16])[CH3:17]. (3) Given the reactants [F:1][C:2]1[CH:7]=[CH:6][C:5]([C@:8]2([CH2:31][C:32]([O:34]C)=O)[O:13][C:12](=[O:14])[N:11]([C@H](C3C=CC(C4C=CC(=O)N(C)C=4)=CC=3)C)[CH2:10][CH2:9]2)=[CH:4][CH:3]=1.[CH2:36]([Mg]Br)[CH3:37], predict the reaction product. The product is: [F:1][C:2]1[CH:3]=[CH:4][C:5]([C:8]2([CH2:31][C:32]3([OH:34])[CH2:37][CH2:36]3)[O:13][C:12](=[O:14])[NH:11][CH2:10][CH2:9]2)=[CH:6][CH:7]=1. (4) The product is: [CH:30]1([N:14]([CH2:13][CH2:12][CH2:11][C:5]2[C:4]3[C:8](=[CH:9][CH:10]=[C:2]([F:1])[CH:3]=3)[NH:7][CH:6]=2)[C@@H:15]2[CH2:24][C:23]3[C:22]([C:25]([NH2:27])=[O:26])=[CH:21][CH:20]=[C:19]([O:28][CH3:29])[C:18]=3[O:17][CH2:16]2)[CH2:33][CH2:32][CH2:31]1. Given the reactants [F:1][C:2]1[CH:3]=[C:4]2[C:8](=[CH:9][CH:10]=1)[NH:7][CH:6]=[C:5]2[CH2:11][CH2:12][CH2:13][NH:14][C@@H:15]1[CH2:24][C:23]2[C:22]([C:25]([NH2:27])=[O:26])=[CH:21][CH:20]=[C:19]([O:28][CH3:29])[C:18]=2[O:17][CH2:16]1.[C:30]1(=O)[CH2:33][CH2:32][CH2:31]1.CC(O)=O.[BH3-]C#N.[Na+], predict the reaction product. (5) Given the reactants [C:1]([C:4]1[CH:5]=[N:6][N:7]([CH2:10][C:11]([OH:13])=[O:12])[C:8]=1[CH3:9])(=[O:3])[CH3:2].[C:14]1(C)C=CC=CC=1.C[Si](C=[N+]=[N-])(C)C.CCOCC, predict the reaction product. The product is: [C:1]([C:4]1[CH:5]=[N:6][N:7]([CH2:10][C:11]([O:13][CH3:14])=[O:12])[C:8]=1[CH3:9])(=[O:3])[CH3:2]. (6) Given the reactants [C:1]([O:5][C:6](=[O:17])[CH2:7][O:8][C:9]1[C:14](Br)=[CH:13][C:12]([Cl:16])=[CH:11][N:10]=1)([CH3:4])([CH3:3])[CH3:2].C(OC(=O)COC1C(C#CC2C=CC=C(S(CCC)(=O)=O)C=2)=CC(Cl)=CN=1)(C)(C)C.[C:48]([C:50]1[CH:55]=[C:54]([S:56]([CH2:59][CH2:60][CH3:61])(=[O:58])=[O:57])[CH:53]=[CH:52][C:51]=1[F:62])#[CH:49], predict the reaction product. The product is: [C:1]([O:5][C:6](=[O:17])[CH2:7][O:8][C:9]1[C:14]([C:49]#[C:48][C:50]2[CH:55]=[C:54]([S:56]([CH2:59][CH2:60][CH3:61])(=[O:58])=[O:57])[CH:53]=[CH:52][C:51]=2[F:62])=[CH:13][C:12]([Cl:16])=[CH:11][N:10]=1)([CH3:4])([CH3:3])[CH3:2]. (7) Given the reactants [OH:1][C:2]1[CH:3]=[C:4]2[C:9](=[CH:10][CH:11]=1)[CH:8]=[C:7](B(O)O)[CH:6]=[CH:5]2.Cl[C:16]1[N:21]=[CH:20][C:19]([C:22]([OH:24])=[O:23])=[CH:18][N:17]=1, predict the reaction product. The product is: [OH:1][C:2]1[CH:3]=[C:4]2[C:9](=[CH:10][CH:11]=1)[CH:8]=[C:7]([C:16]1[N:21]=[CH:20][C:19]([C:22]([OH:24])=[O:23])=[CH:18][N:17]=1)[CH:6]=[CH:5]2. (8) Given the reactants [Br:1][C:2]1[CH:3]=[CH:4][C:5]([CH3:17])=[C:6]([C:8]([C:10]2[CH:15]=[CH:14][C:13]([Cl:16])=[CH:12][CH:11]=2)=O)[CH:7]=1.C([SiH](CC)CC)C, predict the reaction product. The product is: [Br:1][C:2]1[CH:3]=[CH:4][C:5]([CH3:17])=[C:6]([CH2:8][C:10]2[CH:11]=[CH:12][C:13]([Cl:16])=[CH:14][CH:15]=2)[CH:7]=1.